Task: Predict the reactants needed to synthesize the given product.. Dataset: Full USPTO retrosynthesis dataset with 1.9M reactions from patents (1976-2016) (1) The reactants are: C[O:2][C:3]([C:5]1[CH:9]=[C:8]([OH:10])[N:7]([CH3:11])[N:6]=1)=[O:4].CN(C=O)C.C([O-])([O-])=O.[K+].[K+].[CH3:23][O:24][C:25]1[CH:32]=[CH:31][C:28]([CH2:29]Cl)=[CH:27][CH:26]=1.CO.[Li+].[OH-].O. Given the product [CH3:23][O:24][C:25]1[CH:32]=[CH:31][C:28]([CH2:29][O:10][C:8]2[N:7]([CH3:11])[N:6]=[C:5]([C:3]([OH:2])=[O:4])[CH:9]=2)=[CH:27][CH:26]=1, predict the reactants needed to synthesize it. (2) Given the product [CH:10]([S:9][C:4]1[C:3]([CH2:2][O:25][C:22]2[CH:23]=[CH:24][C:19]([CH2:18][CH2:17][C:16]([OH:28])=[O:15])=[CH:20][C:21]=2[O:26][CH3:27])=[CH:8][CH:7]=[CH:6][N:5]=1)([CH3:12])[CH3:11], predict the reactants needed to synthesize it. The reactants are: Cl[CH2:2][C:3]1[C:4]([S:9][CH:10]([CH3:12])[CH3:11])=[N:5][CH:6]=[CH:7][CH:8]=1.C([O:15][C:16](=[O:28])[CH2:17][CH2:18][C:19]1[CH:24]=[CH:23][C:22]([OH:25])=[C:21]([O:26][CH3:27])[CH:20]=1)C.